Dataset: Reaction yield outcomes from USPTO patents with 853,638 reactions. Task: Predict the reaction yield, written as a fraction of the theoretical maximum amount of product (1.0 means a 100% yield; for example, 0.34 means a 34% yield). The reactants are I[C:2]1[CH:11]=[CH:10][C:5]([C:6]([O:8][CH3:9])=[O:7])=[CH:4][CH:3]=1.[CH2:12]([OH:17])[CH2:13][CH2:14][C:15]#[CH:16]. The catalyst is Cl[Pd](Cl)([P](C1C=CC=CC=1)(C1C=CC=CC=1)C1C=CC=CC=1)[P](C1C=CC=CC=1)(C1C=CC=CC=1)C1C=CC=CC=1.[Cu]I. The product is [OH:17][CH2:12][CH2:13][CH2:14][C:15]#[C:16][C:2]1[CH:11]=[CH:10][C:5]([C:6]([O:8][CH3:9])=[O:7])=[CH:4][CH:3]=1. The yield is 0.690.